Dataset: Forward reaction prediction with 1.9M reactions from USPTO patents (1976-2016). Task: Predict the product of the given reaction. (1) Given the reactants [CH3:1][CH:2]([CH2:7][C:8]1[CH:13]=[CH:12][C:11]([Sn](CCCC)(CCCC)CCCC)=[CH:10][CH:9]=1)[C:3]([O:5][CH3:6])=[O:4].Br[C:28]1[N:29]=[C:30]([N:38]2[CH2:43][CH2:42][N:41]([CH2:44][CH3:45])[CH2:40][CH2:39]2)[C:31]2[C:36]([CH:37]=1)=[CH:35][CH:34]=[CH:33][CH:32]=2, predict the reaction product. The product is: [CH2:44]([N:41]1[CH2:40][CH2:39][N:38]([C:30]2[C:31]3[C:36](=[CH:35][CH:34]=[CH:33][CH:32]=3)[CH:37]=[C:28]([C:11]3[CH:10]=[CH:9][C:8]([CH2:7][CH:2]([C:3]([O:5][CH3:6])=[O:4])[CH3:1])=[CH:13][CH:12]=3)[N:29]=2)[CH2:43][CH2:42]1)[CH3:45]. (2) Given the reactants [H-].[Na+].CN(C)C=O.[N:8]1[C:16]2[CH:15]=[CH:14][NH:13][C:12](=[O:17])[C:11]=2[NH:10][CH:9]=1.Cl[CH2:19][O:20][CH2:21][CH2:22][Si:23]([CH3:26])([CH3:25])[CH3:24], predict the reaction product. The product is: [CH3:24][Si:23]([CH3:26])([CH3:25])[CH2:22][CH2:21][O:20][CH2:19][N:10]1[C:11]2[C:12](=[O:17])[NH:13][CH:14]=[CH:15][C:16]=2[N:8]=[CH:9]1.[CH3:24][Si:23]([CH3:26])([CH3:25])[CH2:22][CH2:21][O:20][CH2:19][N:8]1[C:16]2[CH:15]=[CH:14][NH:13][C:12](=[O:17])[C:11]=2[N:10]=[CH:9]1. (3) Given the reactants [CH3:1][O:2][C:3]1[N:4]=[C:5]2[C:10](=[CH:11][CH:12]=1)[N:9]=[CH:8][CH:7]=[C:6]2[NH:13][C:14]([CH:16]1[CH2:21][CH2:20][NH:19][CH2:18][CH2:17]1)=[O:15].[N:22]1S[N:25]=[C:24]2[CH:27]=[C:28](CC(O)=O)[CH:29]=[CH:30][C:23]=12.[C:35](O)(=O)[CH3:36].[OH-].[Na+].[CH2:41](O)[CH3:42], predict the reaction product. The product is: [CH3:1][O:2][C:3]1[N:4]=[C:5]2[C:10](=[CH:11][CH:12]=1)[N:9]=[CH:8][CH:7]=[C:6]2[NH:13][C:14]([CH:16]1[CH2:21][CH2:20][N:19]([CH2:41][CH2:42][C:35]2[CH:36]=[N:22][C:23]3[C:24](=[CH:27][CH:28]=[CH:29][CH:30]=3)[N:25]=2)[CH2:18][CH2:17]1)=[O:15]. (4) Given the reactants [C:1]([C:3]1[CH:4]=[N:5][N:6]2[C:11]([C:12]([F:15])([F:14])[F:13])=[CH:10][C:9]([C:16]3[CH:21]=[CH:20][C:19]([C:22]([F:25])([F:24])[F:23])=[CH:18][CH:17]=3)=[N:8][C:7]=12)#[CH:2].Br[C:27]1[CH:32]=[CH:31][C:30]([S:33]([NH:36][CH3:37])(=[O:35])=[O:34])=[CH:29][CH:28]=1, predict the reaction product. The product is: [CH3:37][NH:36][S:33]([C:30]1[CH:29]=[CH:28][C:27]([C:2]#[C:1][C:3]2[CH:4]=[N:5][N:6]3[C:11]([C:12]([F:14])([F:13])[F:15])=[CH:10][C:9]([C:16]4[CH:21]=[CH:20][C:19]([C:22]([F:25])([F:24])[F:23])=[CH:18][CH:17]=4)=[N:8][C:7]=23)=[CH:32][CH:31]=1)(=[O:34])=[O:35]. (5) Given the reactants [CH2:1]([P:3]([O-:9])[O:4][CH2:5][CH2:6][CH2:7][CH3:8])[CH3:2].C([Li])CCC.B(F)(F)F.[CH3:19][CH2:20][O:21]CC.C1OC1.[Cl-].[NH4+], predict the reaction product. The product is: [CH2:1]([P:3]([CH2:19][CH2:20][OH:21])(=[O:9])[O:4][CH2:5][CH2:6][CH2:7][CH3:8])[CH3:2].